From a dataset of Catalyst prediction with 721,799 reactions and 888 catalyst types from USPTO. Predict which catalyst facilitates the given reaction. Reactant: [C:1]([C:4]1[CH:5]=[C:6]([CH:9]=[CH:10][CH:11]=1)[CH2:7]Br)(=[O:3])[CH3:2].[Na].[C:13]([O:19][CH2:20][CH3:21])(=[O:18])[CH2:14][C:15]([CH3:17])=[O:16]. Product: [C:1]([C:4]1[CH:5]=[C:6]([CH:9]=[CH:10][CH:11]=1)[CH2:7][CH:14]([C:15](=[O:16])[CH3:17])[C:13]([O:19][CH2:20][CH3:21])=[O:18])(=[O:3])[CH3:2]. The catalyst class is: 7.